Dataset: Reaction yield outcomes from USPTO patents with 853,638 reactions. Task: Predict the reaction yield, written as a fraction of the theoretical maximum amount of product (1.0 means a 100% yield; for example, 0.34 means a 34% yield). (1) The reactants are [CH3:1][N:2]1[C:7](=[O:8])[C:6]([NH:9][C:10]2[CH:15]=[CH:14][N:13]=[C:12]([CH3:16])[N:11]=2)=[CH:5][C:4]([C:17]2[C:22]([CH:23]=[O:24])=[C:21]([N:25]3[CH2:36][CH2:35][N:34]4[C:27](=[CH:28][C:29]5[CH2:30][C:31]([CH3:38])([CH3:37])[CH2:32][C:33]=54)[C:26]3=[O:39])[N:20]=[CH:19][CH:18]=2)=[CH:3]1.[BH4-].[Na+]. The catalyst is CO.ClCCl. The product is [OH:24][CH2:23][C:22]1[C:21]([N:25]2[CH2:36][CH2:35][N:34]3[C:33]4[CH2:32][C:31]([CH3:37])([CH3:38])[CH2:30][C:29]=4[CH:28]=[C:27]3[C:26]2=[O:39])=[N:20][CH:19]=[CH:18][C:17]=1[C:4]1[CH:5]=[C:6]([NH:9][C:10]2[CH:15]=[CH:14][N:13]=[C:12]([CH3:16])[N:11]=2)[C:7](=[O:8])[N:2]([CH3:1])[CH:3]=1. The yield is 0.690. (2) The product is [F:1][C:2]1[CH:37]=[C:36]([F:38])[CH:35]=[CH:34][C:3]=1[CH2:4][N:5]([CH2:26][CH2:27][CH2:28][CH2:29][CH2:30][CH2:31][CH2:32][CH3:33])[C:6](=[O:25])[CH2:7][O:8][C:9]1[CH:14]=[CH:13][C:12]([CH2:15][C@H:16]([O:22][CH2:23][CH3:24])[C:17]([OH:19])=[O:18])=[CH:11][CH:10]=1. The yield is 0.980. The catalyst is C1COCC1. The reactants are [F:1][C:2]1[CH:37]=[C:36]([F:38])[CH:35]=[CH:34][C:3]=1[CH2:4][N:5]([CH2:26][CH2:27][CH2:28][CH2:29][CH2:30][CH2:31][CH2:32][CH3:33])[C:6](=[O:25])[CH2:7][O:8][C:9]1[CH:14]=[CH:13][C:12]([CH2:15][C@H:16]([O:22][CH2:23][CH3:24])[C:17]([O:19]CC)=[O:18])=[CH:11][CH:10]=1.[Li+].[OH-]. (3) The reactants are FC(F)(F)C(O)=O.[F:8][C:9]1[CH:27]=[C:26]([S:28]([CH3:31])(=[O:30])=[O:29])[C:25]([F:32])=[CH:24][C:10]=1[CH2:11][N:12]1[CH2:16][CH2:15][N:14]([CH:17]2[CH2:22][CH2:21][NH:20][CH2:19][CH2:18]2)[C:13]1=[O:23].C(N(C(C)C)C(C)C)C.Cl[C:43]1[S:47][N:46]=[C:45]([C:48]([F:51])([F:50])[F:49])[N:44]=1. The catalyst is CN(C=O)C.CCOC(C)=O. The product is [F:8][C:9]1[CH:27]=[C:26]([S:28]([CH3:31])(=[O:30])=[O:29])[C:25]([F:32])=[CH:24][C:10]=1[CH2:11][N:12]1[CH2:16][CH2:15][N:14]([CH:17]2[CH2:22][CH2:21][N:20]([C:43]3[S:47][N:46]=[C:45]([C:48]([F:51])([F:50])[F:49])[N:44]=3)[CH2:19][CH2:18]2)[C:13]1=[O:23]. The yield is 0.180. (4) The product is [CH3:29][S:30]([C:2]1[N:7]=[C:6]2[N:8]([CH2:11][C:12]3[CH:28]=[CH:27][C:15]4[N:16]=[C:17]([NH:19][C@@H:20]5[CH2:25][CH2:24][CH2:23][CH2:22][C@H:21]5[OH:26])[S:18][C:14]=4[CH:13]=3)[CH:9]=[N:10][C:5]2=[CH:4][CH:3]=1)(=[O:32])=[O:31]. The reactants are Br[C:2]1[N:7]=[C:6]2[N:8]([CH2:11][C:12]3[CH:28]=[CH:27][C:15]4[N:16]=[C:17]([NH:19][C@@H:20]5[CH2:25][CH2:24][CH2:23][CH2:22][C@H:21]5[OH:26])[S:18][C:14]=4[CH:13]=3)[CH:9]=[N:10][C:5]2=[CH:4][CH:3]=1.[CH3:29][S:30]([O-:32])=[O:31].[Na+].CN(C)CCN. The yield is 0.370. The catalyst is CS(C)=O. (5) The reactants are [CH:1]([C:9]1[C:17]2[C:12](=[CH:13][C:14]([NH:18][C:19]3[CH:24]=[CH:23][CH:22]=[C:21]([NH2:25])[CH:20]=3)=[CH:15][CH:16]=2)[N:11]([CH2:26][O:27][CH2:28][CH2:29][Si:30]([CH3:33])([CH3:32])[CH3:31])[N:10]=1)=[CH:2][C:3]1[CH:8]=[CH:7][CH:6]=[CH:5][CH:4]=1.N1C=CC=CC=1.[C:40](Cl)(=[O:47])[C:41]1[CH:46]=[CH:45][CH:44]=[CH:43][CH:42]=1. The catalyst is C(Cl)Cl. The product is [CH:1]([C:9]1[C:17]2[C:12](=[CH:13][C:14]([NH:18][C:19]3[CH:20]=[C:21]([NH:25][C:40](=[O:47])[C:41]4[CH:46]=[CH:45][CH:44]=[CH:43][CH:42]=4)[CH:22]=[CH:23][CH:24]=3)=[CH:15][CH:16]=2)[N:11]([CH2:26][O:27][CH2:28][CH2:29][Si:30]([CH3:31])([CH3:33])[CH3:32])[N:10]=1)=[CH:2][C:3]1[CH:4]=[CH:5][CH:6]=[CH:7][CH:8]=1. The yield is 0.960.